From a dataset of Forward reaction prediction with 1.9M reactions from USPTO patents (1976-2016). Predict the product of the given reaction. (1) Given the reactants [C:1]([O:5][C:6](=[O:15])[C:7]1[CH:12]=[CH:11][C:10]([NH2:13])=[CH:9][C:8]=1[F:14])([CH3:4])([CH3:3])[CH3:2].[Cl:16]N1C(=O)CCC1=O.O, predict the reaction product. The product is: [C:6]([O:5][CH2:1][CH3:2])(=[O:15])[CH3:7].[CH3:10][CH2:9][CH2:8][CH:7]([CH3:12])[CH3:6].[C:1]([O:5][C:6](=[O:15])[C:7]1[CH:12]=[C:11]([Cl:16])[C:10]([NH2:13])=[CH:9][C:8]=1[F:14])([CH3:4])([CH3:2])[CH3:3]. (2) Given the reactants [CH:1]1([CH2:4][N:5]2[C:10](=[O:11])[CH:9]=[C:8]([CH:12]=O)[N:7]([CH2:14][CH:15]3[CH2:17][CH2:16]3)[C:6]2=[O:18])[CH2:3][CH2:2]1.[CH3:19][N:20]([CH3:22])[NH2:21], predict the reaction product. The product is: [CH:15]1([CH2:14][N:7]2[C:8]([CH:12]=[N:21][N:20]([CH3:22])[CH3:19])=[CH:9][C:10](=[O:11])[N:5]([CH2:4][CH:1]3[CH2:3][CH2:2]3)[C:6]2=[O:18])[CH2:17][CH2:16]1. (3) The product is: [Br:1][C:2]1[C:17]([F:18])=[CH:16][C:5]2[O:6][C:7]3[CH:14]=[CH:13][CH:12]=[C:11]([F:15])[C:8]=3[C@H:9]3[C@H:22]([C:23]([OH:25])=[O:24])[CH2:21][CH2:20][C:19](=[O:26])[N:10]3[C:4]=2[CH:3]=1. Given the reactants [Br:1][C:2]1[C:17]([F:18])=[CH:16][C:5]2[O:6][C:7]3[CH:14]=[CH:13][CH:12]=[C:11]([F:15])[C:8]=3[CH:9]=[N:10][C:4]=2[CH:3]=1.[C:19]1(=[O:26])[O:25][C:23](=[O:24])[CH2:22][CH2:21][CH2:20]1, predict the reaction product. (4) Given the reactants [Br:1][C:2]1[CH:3]=[C:4]([C:9](=O)[CH3:10])[CH:5]=[CH:6][C:7]=1[F:8].[CH3:12][Mg]Cl.O1CCCC1.C(O)(=O)C.C(=O)([O-])O.[Na+], predict the reaction product. The product is: [Br:1][C:2]1[CH:3]=[C:4]([C:9]([CH3:10])=[CH2:12])[CH:5]=[CH:6][C:7]=1[F:8]. (5) Given the reactants C(O)(=O)C.[OH:5][C@@H:6]1[CH2:19][CH2:18][C@H:17]2[C@@H:8]([CH2:9][C@H:10]3[C@H:15]([CH2:16]2)[C@H:14]2[CH2:20][C:21](=[O:23])[CH2:22][C@:13]2([CH3:24])[CH2:12][CH2:11]3)[CH2:7]1.C([O-])([O-])=O.[K+].[K+], predict the reaction product. The product is: [OH:5][C@@H:6]1[CH2:19][CH2:18][C@H:17]2[C@@H:8]([CH2:9][C@H:10]3[C@H:15]([CH2:16]2)[C@H:14]2[CH2:20][C:21](=[O:23])[CH2:22][C@:13]2([CH3:24])[CH2:12][CH2:11]3)[CH2:7]1.